From a dataset of Reaction yield outcomes from USPTO patents with 853,638 reactions. Predict the reaction yield, written as a fraction of the theoretical maximum amount of product (1.0 means a 100% yield; for example, 0.34 means a 34% yield). (1) The yield is 0.620. The reactants are [C:1]([O:5][C:6]([NH:8][C:9]1[CH:14]=[CH:13][C:12]([S:15][C:16]2[CH:24]=[CH:23][C:19]([C:20](O)=[O:21])=[CH:18][C:17]=2[NH:25][C:26]2[C:27]3[CH:35]=[CH:34][C:33]([CH:36]([CH3:38])[CH3:37])=[N:32][C:28]=3[N:29]=[CH:30][N:31]=2)=[CH:11][CH:10]=1)=[O:7])([CH3:4])([CH3:3])[CH3:2].F[B-](F)(F)F.N1(OC(N(C)C)=[N+](C)C)C2C=CC=CC=2N=N1.[P:61]([O:74][C:75]([CH3:78])([CH3:77])[CH3:76])([O:69][C:70]([CH3:73])([CH3:72])[CH3:71])([O:63][CH2:64][C:65]([NH2:68])([CH3:67])[CH3:66])=[O:62].C(N(CC)C(C)C)(C)C. The product is [C:70]([O:69][P:61]([O:63][CH2:64][C:65]([NH:68][C:20]([C:19]1[CH:23]=[CH:24][C:16]([S:15][C:12]2[CH:11]=[CH:10][C:9]([NH:8][C:6](=[O:7])[O:5][C:1]([CH3:2])([CH3:4])[CH3:3])=[CH:14][CH:13]=2)=[C:17]([NH:25][C:26]2[C:27]3[CH:35]=[CH:34][C:33]([CH:36]([CH3:37])[CH3:38])=[N:32][C:28]=3[N:29]=[CH:30][N:31]=2)[CH:18]=1)=[O:21])([CH3:67])[CH3:66])([O:74][C:75]([CH3:77])([CH3:76])[CH3:78])=[O:62])([CH3:73])([CH3:72])[CH3:71]. The catalyst is CS(C)=O.C(OCC)(=O)C. (2) The reactants are [CH2:1]([N:8]1[C:16]2[C:11](=[C:12]([O:20][CH3:21])[CH:13]=[C:14]3[CH2:19][CH2:18][CH2:17][C:15]3=2)[CH:10]=[C:9]1[CH3:22])[C:2]1[CH:7]=[CH:6][CH:5]=[CH:4][CH:3]=1.B(Br)(Br)Br.C(=O)([O-])[O-].[Cs+].[Cs+].BrC[C:35]([O:37][CH3:38])=[O:36]. The catalyst is C(Cl)(Cl)Cl.CN(C)C=O.O. The product is [CH3:38][O:37][C:35](=[O:36])[CH2:21][O:20][C:12]1[CH:13]=[C:14]2[CH2:19][CH2:18][CH2:17][C:15]2=[C:16]2[C:11]=1[CH:10]=[C:9]([CH3:22])[N:8]2[CH2:1][C:2]1[CH:3]=[CH:4][CH:5]=[CH:6][CH:7]=1. The yield is 0.160. (3) The reactants are [C:1]1([NH:7][C@H:8]([C:10]([O:12][CH2:13][CH3:14])=[O:11])[CH3:9])[CH:6]=[CH:5][CH:4]=[CH:3][CH:2]=1.[C:15](=O)([O-])[O-].[K+].[K+].IC. The catalyst is CN(C=O)C.Cl.C(OCC)(=O)C. The product is [CH3:15][N:7]([C:1]1[CH:6]=[CH:5][CH:4]=[CH:3][CH:2]=1)[C@H:8]([C:10]([O:12][CH2:13][CH3:14])=[O:11])[CH3:9]. The yield is 0.340. (4) The reactants are O[C:2]1[C:7]([CH3:8])=[N:6][N:5]([CH3:9])[C:4](=[O:10])[CH:3]=1.O=P(Cl)(Cl)[Cl:13]. No catalyst specified. The product is [Cl:13][C:2]1[C:7]([CH3:8])=[N:6][N:5]([CH3:9])[C:4](=[O:10])[CH:3]=1. The yield is 0.700. (5) The reactants are Br[CH:2]1[CH2:6][CH2:5][S:4][C:3]1=[O:7].[CH:8]([C:10]1[CH:15]=[CH:14][C:13]([CH:16]([CH3:22])[C:17]([O:19][CH2:20][CH3:21])=[O:18])=[CH:12][CH:11]=1)=[O:9].II. The catalyst is O1CCCC1.[Zn]. The product is [OH:9][CH:8]([CH:2]1[CH2:6][CH2:5][S:4][C:3]1=[O:7])[C:10]1[CH:11]=[CH:12][C:13]([CH:16]([CH3:22])[C:17]([O:19][CH2:20][CH3:21])=[O:18])=[CH:14][CH:15]=1. The yield is 0.200. (6) The reactants are [Cl:1][C:2]1[O:3][C:4]2[CH:10]=[CH:9][C:8]([C:11]([CH2:30][CH3:31])=[C:12]([C:23]3[CH:28]=[CH:27][C:26]([OH:29])=[CH:25][CH:24]=3)[C:13]3[CH:18]=[CH:17][C:16]([O:19][CH2:20][CH2:21]Cl)=[CH:15][CH:14]=3)=[CH:7][C:5]=2[CH:6]=1.[CH2:32]([NH2:34])[CH3:33]. The catalyst is CO. The product is [Cl:1][C:2]1[O:3][C:4]2[CH:10]=[CH:9][C:8]([C:11]([CH2:30][CH3:31])=[C:12]([C:23]3[CH:28]=[CH:27][C:26]([OH:29])=[CH:25][CH:24]=3)[C:13]3[CH:18]=[CH:17][C:16]([O:19][CH2:20][CH2:21][NH:34][CH2:32][CH3:33])=[CH:15][CH:14]=3)=[CH:7][C:5]=2[CH:6]=1. The yield is 0.540.